From a dataset of Reaction yield outcomes from USPTO patents with 853,638 reactions. Predict the reaction yield, written as a fraction of the theoretical maximum amount of product (1.0 means a 100% yield; for example, 0.34 means a 34% yield). (1) The reactants are [CH3:1][C:2]1([CH3:18])[O:7][C:6](=[O:8])[NH:5][C:4]2[CH:9]=[CH:10][C:11]([C:13]3[NH:14][CH:15]=[CH:16][CH:17]=3)=[CH:12][C:3]1=2.[C:19](=O)([O-])[O-].[K+].[K+].CI.O. The catalyst is CN(C)C=O. The product is [CH3:1][C:2]1([CH3:18])[O:7][C:6](=[O:8])[NH:5][C:4]2[CH:9]=[CH:10][C:11]([C:13]3[N:14]([CH3:19])[CH:15]=[CH:16][CH:17]=3)=[CH:12][C:3]1=2. The yield is 0.310. (2) The reactants are [CH:1]([C:4]1[CH:9]=[CH:8][C:7]([CH:10]2[C:14]3[C:15]([CH3:28])=[C:16]([NH:20][C:21](=[O:27])[CH2:22][C:23]([CH3:26])([CH3:25])[CH3:24])[C:17]([CH3:19])=[CH:18][C:13]=3[O:12][CH2:11]2)=[CH:6][CH:5]=1)([CH3:3])[CH3:2].[CH3:29][O:30]C(Cl)Cl.O. The catalyst is ClCCl.[Ti](Cl)(Cl)(Cl)Cl. The product is [CH:29]([C:18]1[C:13]2[O:12][CH2:11][CH:10]([C:7]3[CH:6]=[CH:5][C:4]([CH:1]([CH3:2])[CH3:3])=[CH:9][CH:8]=3)[C:14]=2[C:15]([CH3:28])=[C:16]([NH:20][C:21](=[O:27])[CH2:22][C:23]([CH3:26])([CH3:25])[CH3:24])[C:17]=1[CH3:19])=[O:30]. The yield is 0.750. (3) The catalyst is C1(C)C=CC=CC=1. The reactants are [C:1]1([C:7]2[C:8]([C:27](OC)=[O:28])=[CH:9][N:10]([S:18]([C:21]3[CH:26]=[CH:25][CH:24]=[CH:23][CH:22]=3)(=[O:20])=[O:19])[C:11]=2[C:12]2[CH:17]=[CH:16][CH:15]=[CH:14][CH:13]=2)[CH:6]=[CH:5][CH:4]=[CH:3][CH:2]=1.[H-].C([Al+]CC(C)C)C(C)C. The yield is 0.880. The product is [C:1]1([C:7]2[C:8]([CH2:27][OH:28])=[CH:9][N:10]([S:18]([C:21]3[CH:22]=[CH:23][CH:24]=[CH:25][CH:26]=3)(=[O:19])=[O:20])[C:11]=2[C:12]2[CH:17]=[CH:16][CH:15]=[CH:14][CH:13]=2)[CH:2]=[CH:3][CH:4]=[CH:5][CH:6]=1. (4) The reactants are OC(C(F)(F)F)=O.[NH2:8][CH2:9][CH2:10][C:11]1[O:15][C:14]([C@@H:16]2[CH2:22][CH2:21][C@@H:20]3[CH2:23][N:17]2[C:18](=[O:32])[N:19]3[O:24][CH2:25][C:26]2[CH:31]=[CH:30][CH:29]=[CH:28][CH:27]=2)=[N:13][N:12]=1.[C:33]([O:37][C:38]([NH:40][C:41](=[N:47][C:48](=[O:54])[O:49][C:50]([CH3:53])([CH3:52])[CH3:51])N1C=CC=N1)=[O:39])([CH3:36])([CH3:35])[CH3:34]. The catalyst is CO. The product is [C:50]([O:49][C:48]([N:47]=[C:41]([NH:40][C:38]([O:37][C:33]([CH3:36])([CH3:35])[CH3:34])=[O:39])[NH:8][CH2:9][CH2:10][C:11]1[O:15][C:14]([C@@H:16]2[CH2:22][CH2:21][C@@H:20]3[CH2:23][N:17]2[C:18](=[O:32])[N:19]3[O:24][CH2:25][C:26]2[CH:31]=[CH:30][CH:29]=[CH:28][CH:27]=2)=[N:13][N:12]=1)=[O:54])([CH3:53])([CH3:52])[CH3:51]. The yield is 0.700. (5) The reactants are C([O:3][C:4](=[O:44])[CH2:5][NH:6][C:7]1[CH:12]=[CH:11][C:10]([NH:13][C:14]([C@@H:16]2[NH:20][C@@H:19]([CH2:21][C:22]([CH3:25])([CH3:24])[CH3:23])[C@:18]3([C:33]4[C:28](=[CH:29][C:30]([Cl:34])=[CH:31][CH:32]=4)[NH:27][C:26]3=[O:35])[C@H:17]2[C:36]2[CH:41]=[CH:40][CH:39]=[C:38]([Cl:42])[C:37]=2[F:43])=[O:15])=[CH:9][CH:8]=1)C.Cl. The catalyst is C1COCC1.O.C(OCC)(=O)C. The product is [Cl:34][C:30]1[CH:29]=[C:28]2[NH:27][C:26](=[O:35])[C@:18]3([C@@H:17]([C:36]4[CH:41]=[CH:40][CH:39]=[C:38]([Cl:42])[C:37]=4[F:43])[C@H:16]([C:14]([NH:13][C:10]4[CH:11]=[CH:12][C:7]([NH:6][CH2:5][C:4]([OH:44])=[O:3])=[CH:8][CH:9]=4)=[O:15])[NH:20][C@H:19]3[CH2:21][C:22]([CH3:24])([CH3:23])[CH3:25])[C:33]2=[CH:32][CH:31]=1. The yield is 0.970. (6) The reactants are [Br:1][C:2]1[C:7]([CH3:8])=[CH:6][CH:5]=[CH:4][C:3]=1[OH:9].Br[CH2:11][CH:12]1[CH2:14][CH2:13]1.C(=O)([O-])[O-].[Cs+].[Cs+]. The catalyst is CN(C)C=O. The product is [Br:1][C:2]1[C:7]([CH3:8])=[CH:6][CH:5]=[CH:4][C:3]=1[O:9][CH2:11][CH:12]1[CH2:14][CH2:13]1. The yield is 1.00. (7) The reactants are [CH2:1]([N:3]1[C:7]([CH:8]=[O:9])=[CH:6][C:5]([C:10]2[CH:15]=[CH:14][C:13]([O:16][C:17]([F:20])([F:19])[F:18])=[CH:12][CH:11]=2)=[N:4]1)[CH3:2].O1CCCC1.[CH2:26]([Mg]Br)[CH:27]([CH3:29])[CH3:28]. The catalyst is O1CCCC1. The product is [CH2:1]([N:3]1[C:7]([CH:8]([OH:9])[CH2:26][CH:27]([CH3:29])[CH3:28])=[CH:6][C:5]([C:10]2[CH:11]=[CH:12][C:13]([O:16][C:17]([F:18])([F:20])[F:19])=[CH:14][CH:15]=2)=[N:4]1)[CH3:2]. The yield is 0.310. (8) The reactants are [N+:1]([C:4]1[CH:14]=[CH:13][C:7]2[NH:8][C:9](=O)[CH2:10][O:11][C:6]=2[CH:5]=1)([O-:3])=[O:2].C(N(CC)CC)C.[F:22][C:23]([F:34])([F:33])[C:24](O[C:24](=[O:25])[C:23]([F:34])([F:33])[F:22])=[O:25].Cl. The catalyst is ClCCl.O. The product is [F:22][C:23]([F:34])([F:33])[C:24]([N:8]1[C:7]2[CH:13]=[CH:14][C:4]([N+:1]([O-:3])=[O:2])=[CH:5][C:6]=2[O:11][CH2:10][CH2:9]1)=[O:25]. The yield is 0.910. (9) The reactants are Cl[C:2]1[CH:7]=[CH:6][C:5]([F:8])=[CH:4][C:3]=1[N+:9]([O-])=O.O.O.O.O.O.O.O.O.O.[S-2:21].[Na+].[Na+]. The catalyst is O. The product is [NH2:9][C:3]1[CH:4]=[C:5]([F:8])[CH:6]=[CH:7][C:2]=1[SH:21]. The yield is 0.250. (10) The reactants are FC(F)(F)C(O)=O.[CH:8]1([N:12]2[CH2:17][CH2:16][N:15](C(OC(C)(C)C)=O)[CH2:14][CH2:13]2)[CH2:11][CH2:10][CH2:9]1. The catalyst is C(Cl)Cl. The product is [CH:8]1([N:12]2[CH2:17][CH2:16][NH:15][CH2:14][CH2:13]2)[CH2:11][CH2:10][CH2:9]1. The yield is 0.301.